From a dataset of NCI-60 drug combinations with 297,098 pairs across 59 cell lines. Regression. Given two drug SMILES strings and cell line genomic features, predict the synergy score measuring deviation from expected non-interaction effect. (1) Drug 1: CC1C(C(CC(O1)OC2CC(CC3=C2C(=C4C(=C3O)C(=O)C5=C(C4=O)C(=CC=C5)OC)O)(C(=O)CO)O)N)O.Cl. Drug 2: CC1C(C(CC(O1)OC2CC(CC3=C2C(=C4C(=C3O)C(=O)C5=C(C4=O)C(=CC=C5)OC)O)(C(=O)CO)O)N)O.Cl. Cell line: SNB-19. Synergy scores: CSS=58.3, Synergy_ZIP=-0.230, Synergy_Bliss=-1.50, Synergy_Loewe=2.98, Synergy_HSA=4.55. (2) Drug 1: C1=CC=C(C=C1)NC(=O)CCCCCCC(=O)NO. Drug 2: C(CN)CNCCSP(=O)(O)O. Cell line: EKVX. Synergy scores: CSS=-4.80, Synergy_ZIP=2.02, Synergy_Bliss=-0.854, Synergy_Loewe=-1.20, Synergy_HSA=-5.28. (3) Drug 1: C1=CC=C(C(=C1)C(C2=CC=C(C=C2)Cl)C(Cl)Cl)Cl. Drug 2: CC1CCC2CC(C(=CC=CC=CC(CC(C(=O)C(C(C(=CC(C(=O)CC(OC(=O)C3CCCCN3C(=O)C(=O)C1(O2)O)C(C)CC4CCC(C(C4)OC)O)C)C)O)OC)C)C)C)OC. Cell line: UACC-257. Synergy scores: CSS=-2.18, Synergy_ZIP=1.40, Synergy_Bliss=-0.476, Synergy_Loewe=-1.32, Synergy_HSA=-2.70. (4) Drug 1: CC1C(C(=O)NC(C(=O)N2CCCC2C(=O)N(CC(=O)N(C(C(=O)O1)C(C)C)C)C)C(C)C)NC(=O)C3=C4C(=C(C=C3)C)OC5=C(C(=O)C(=C(C5=N4)C(=O)NC6C(OC(=O)C(N(C(=O)CN(C(=O)C7CCCN7C(=O)C(NC6=O)C(C)C)C)C)C(C)C)C)N)C. Drug 2: CS(=O)(=O)CCNCC1=CC=C(O1)C2=CC3=C(C=C2)N=CN=C3NC4=CC(=C(C=C4)OCC5=CC(=CC=C5)F)Cl. Cell line: SK-MEL-28. Synergy scores: CSS=4.84, Synergy_ZIP=6.81, Synergy_Bliss=14.1, Synergy_Loewe=-6.87, Synergy_HSA=-1.22. (5) Drug 1: CCCS(=O)(=O)NC1=C(C(=C(C=C1)F)C(=O)C2=CNC3=C2C=C(C=N3)C4=CC=C(C=C4)Cl)F. Drug 2: C(CCl)NC(=O)N(CCCl)N=O. Cell line: T-47D. Synergy scores: CSS=3.57, Synergy_ZIP=0.840, Synergy_Bliss=3.46, Synergy_Loewe=-1.07, Synergy_HSA=0.113. (6) Drug 1: COC1=CC(=CC(=C1O)OC)C2C3C(COC3=O)C(C4=CC5=C(C=C24)OCO5)OC6C(C(C7C(O6)COC(O7)C8=CC=CS8)O)O. Drug 2: C1=C(C(=O)NC(=O)N1)N(CCCl)CCCl. Cell line: HOP-92. Synergy scores: CSS=52.5, Synergy_ZIP=-11.6, Synergy_Bliss=-3.79, Synergy_Loewe=-2.77, Synergy_HSA=1.06. (7) Drug 1: CC1=C2C(C(=O)C3(C(CC4C(C3C(C(C2(C)C)(CC1OC(=O)C(C(C5=CC=CC=C5)NC(=O)OC(C)(C)C)O)O)OC(=O)C6=CC=CC=C6)(CO4)OC(=O)C)OC)C)OC. Drug 2: CC1C(C(CC(O1)OC2CC(OC(C2O)C)OC3=CC4=CC5=C(C(=O)C(C(C5)C(C(=O)C(C(C)O)O)OC)OC6CC(C(C(O6)C)O)OC7CC(C(C(O7)C)O)OC8CC(C(C(O8)C)O)(C)O)C(=C4C(=C3C)O)O)O)O. Cell line: K-562. Synergy scores: CSS=34.9, Synergy_ZIP=3.10, Synergy_Bliss=0.397, Synergy_Loewe=-25.1, Synergy_HSA=1.38. (8) Drug 1: C1CCC(CC1)NC(=O)N(CCCl)N=O. Drug 2: CCC(=C(C1=CC=CC=C1)C2=CC=C(C=C2)OCCN(C)C)C3=CC=CC=C3.C(C(=O)O)C(CC(=O)O)(C(=O)O)O. Cell line: 786-0. Synergy scores: CSS=33.6, Synergy_ZIP=2.65, Synergy_Bliss=5.93, Synergy_Loewe=5.15, Synergy_HSA=7.09. (9) Drug 1: C1=C(C(=O)NC(=O)N1)N(CCCl)CCCl. Drug 2: C1=CN(C(=O)N=C1N)C2C(C(C(O2)CO)O)O.Cl. Cell line: RPMI-8226. Synergy scores: CSS=26.3, Synergy_ZIP=-7.16, Synergy_Bliss=-7.72, Synergy_Loewe=-9.57, Synergy_HSA=-7.35. (10) Cell line: MOLT-4. Drug 2: CC1C(C(CC(O1)OC2CC(CC3=C2C(=C4C(=C3O)C(=O)C5=CC=CC=C5C4=O)O)(C(=O)C)O)N)O. Synergy scores: CSS=32.9, Synergy_ZIP=-2.24, Synergy_Bliss=-7.18, Synergy_Loewe=-18.7, Synergy_HSA=-8.54. Drug 1: C1CNP(=O)(OC1)N(CCCl)CCCl.